Dataset: NCI-60 drug combinations with 297,098 pairs across 59 cell lines. Task: Regression. Given two drug SMILES strings and cell line genomic features, predict the synergy score measuring deviation from expected non-interaction effect. (1) Drug 1: C1CN1C2=NC(=NC(=N2)N3CC3)N4CC4. Drug 2: C1CNP(=O)(OC1)N(CCCl)CCCl. Cell line: U251. Synergy scores: CSS=22.1, Synergy_ZIP=-5.36, Synergy_Bliss=-10.2, Synergy_Loewe=-16.8, Synergy_HSA=-8.29. (2) Drug 2: CC(C)CN1C=NC2=C1C3=CC=CC=C3N=C2N. Cell line: A549. Drug 1: C1=CC(=CC=C1CC(C(=O)O)N)N(CCCl)CCCl.Cl. Synergy scores: CSS=24.6, Synergy_ZIP=-6.19, Synergy_Bliss=-1.60, Synergy_Loewe=-3.66, Synergy_HSA=-3.58. (3) Synergy scores: CSS=4.46, Synergy_ZIP=2.33, Synergy_Bliss=-0.558, Synergy_Loewe=-47.0, Synergy_HSA=-5.36. Drug 2: C1CC(=O)NC(=O)C1N2C(=O)C3=CC=CC=C3C2=O. Drug 1: CC=C1C(=O)NC(C(=O)OC2CC(=O)NC(C(=O)NC(CSSCCC=C2)C(=O)N1)C(C)C)C(C)C. Cell line: ACHN. (4) Drug 1: C1=CC(=CC=C1CCCC(=O)O)N(CCCl)CCCl. Drug 2: CCC1(CC2CC(C3=C(CCN(C2)C1)C4=CC=CC=C4N3)(C5=C(C=C6C(=C5)C78CCN9C7C(C=CC9)(C(C(C8N6C=O)(C(=O)OC)O)OC(=O)C)CC)OC)C(=O)OC)O.OS(=O)(=O)O. Cell line: RXF 393. Synergy scores: CSS=25.7, Synergy_ZIP=-8.72, Synergy_Bliss=-2.96, Synergy_Loewe=-22.1, Synergy_HSA=0.693. (5) Drug 1: C1CC(=O)NC(=O)C1N2CC3=C(C2=O)C=CC=C3N. Drug 2: CC(C)NC(=O)C1=CC=C(C=C1)CNNC.Cl. Cell line: SK-OV-3. Synergy scores: CSS=6.58, Synergy_ZIP=-0.550, Synergy_Bliss=4.00, Synergy_Loewe=1.80, Synergy_HSA=2.38. (6) Drug 1: C1CC(=O)NC(=O)C1N2CC3=C(C2=O)C=CC=C3N. Drug 2: C1CN1P(=S)(N2CC2)N3CC3. Cell line: OVCAR-8. Synergy scores: CSS=21.7, Synergy_ZIP=-1.49, Synergy_Bliss=1.39, Synergy_Loewe=-6.26, Synergy_HSA=3.65.